This data is from Catalyst prediction with 721,799 reactions and 888 catalyst types from USPTO. The task is: Predict which catalyst facilitates the given reaction. (1) Reactant: [Cl:1][C:2]1[C:7]([F:8])=[C:6]([Cl:9])[N:5]=[C:4]([S:10][CH3:11])[N:3]=1.S([O-])(O[O-])(=O)=[O:13].[K+].[K+].OS([O-])(=O)=O.[K+].[OH2:26]. Product: [Cl:1][C:2]1[C:7]([F:8])=[C:6]([Cl:9])[N:5]=[C:4]([S:10]([CH3:11])(=[O:13])=[O:26])[N:3]=1. The catalyst class is: 5. (2) Reactant: P(Br)(Br)[Br:2].[F:5][C:6]1[C:28]([CH:29](O)[CH3:30])=[CH:27][C:9]2[C:10]3[N:14]([CH2:15][CH2:16][O:17][C:8]=2[CH:7]=1)[CH:13]=[C:12]([C:18]1[N:19]([CH:24]([CH3:26])[CH3:25])[N:20]=[C:21]([CH3:23])[N:22]=1)[N:11]=3.O.C([O-])(O)=O.[Na+]. Product: [Br:2][CH:29]([C:28]1[C:6]([F:5])=[CH:7][C:8]2[O:17][CH2:16][CH2:15][N:14]3[C:10](=[N:11][C:12]([C:18]4[N:19]([CH:24]([CH3:26])[CH3:25])[N:20]=[C:21]([CH3:23])[N:22]=4)=[CH:13]3)[C:9]=2[CH:27]=1)[CH3:30]. The catalyst class is: 2. (3) Reactant: [Br:1][C:2]1[CH:3]=[CH:4][C:5]([N+:18]([O-])=O)=[C:6]([CH:17]=1)[NH:7][CH2:8][C:9]1[CH:14]=[CH:13][C:12]([O:15][CH3:16])=[CH:11][CH:10]=1.[Cl-].[NH4+]. Product: [Br:1][C:2]1[CH:17]=[C:6]([NH:7][CH2:8][C:9]2[CH:14]=[CH:13][C:12]([O:15][CH3:16])=[CH:11][CH:10]=2)[C:5]([NH2:18])=[CH:4][CH:3]=1. The catalyst class is: 314. (4) Reactant: [Na].[F:2][C:3]1[CH:4]=[C:5](/[CH:9]=[C:10](\[C:16]2[CH:21]=[CH:20][N:19]=[CH:18][CH:17]=2)/[C:11](OCC)=[O:12])[CH:6]=[CH:7][CH:8]=1.Cl.[NH2:23][C:24]([NH2:26])=[NH:25]. Product: [NH2:25][C:24]1[NH:26][C:11](=[O:12])[C:10]([C:16]2[CH:21]=[CH:20][N:19]=[CH:18][CH:17]=2)=[C:9]([C:5]2[CH:6]=[CH:7][CH:8]=[C:3]([F:2])[CH:4]=2)[N:23]=1. The catalyst class is: 8.